Dataset: Forward reaction prediction with 1.9M reactions from USPTO patents (1976-2016). Task: Predict the product of the given reaction. The product is: [Cl:35][C:36]1[CH:41]=[CH:40][CH:39]=[CH:38][C:37]=1[NH:42][C:43](=[O:73])[NH:44][C:45]1[CH:50]=[CH:49][C:48]([C:51]2[CH:59]=[C:58]3[C:54]([CH2:55][N:56]([C@@H:61]([CH:66]([CH3:68])[CH3:67])[C:62]([OH:64])=[O:63])[C:57]3=[O:60])=[CH:53][CH:52]=2)=[C:47]([C:69]([F:71])([F:72])[F:70])[CH:46]=1. Given the reactants ClC1C=CC=CC=1NC(=O)NC1C=CC(C2C=C3C(CN([C@@H](C(C)C)C(O)=O)C3=O)=CC=2)=NC=1.[Cl:35][C:36]1[CH:41]=[CH:40][CH:39]=[CH:38][C:37]=1[NH:42][C:43](=[O:73])[NH:44][C:45]1[CH:50]=[CH:49][C:48]([C:51]2[CH:59]=[C:58]3[C:54]([CH2:55][N:56]([C@@H:61]([CH:66]([CH3:68])[CH3:67])[C:62]([O:64]C)=[O:63])[C:57]3=[O:60])=[CH:53][CH:52]=2)=[C:47]([C:69]([F:72])([F:71])[F:70])[CH:46]=1, predict the reaction product.